This data is from Reaction yield outcomes from USPTO patents with 853,638 reactions. The task is: Predict the reaction yield, written as a fraction of the theoretical maximum amount of product (1.0 means a 100% yield; for example, 0.34 means a 34% yield). (1) The reactants are [CH3:1][O:2][C:3]1[CH:4]=[C:5]([NH2:15])[CH:6]=[CH:7][C:8]=1[N:9]1[CH:13]=[C:12]([CH3:14])[N:11]=[CH:10]1.[CH2:16]([O:23][C:24](=[O:36])[CH2:25][N:26]([C:28]1[CH:33]=[C:32]([CH3:34])[N:31]=[C:30](Cl)[N:29]=1)[CH3:27])[C:17]1[CH:22]=[CH:21][CH:20]=[CH:19][CH:18]=1.C(=O)([O-])[O-].[K+].[K+]. No catalyst specified. The product is [CH2:16]([O:23][C:24](=[O:36])[CH2:25][N:26]([C:28]1[CH:33]=[C:32]([CH3:34])[N:31]=[C:30]([NH:15][C:5]2[CH:6]=[CH:7][C:8]([N:9]3[CH:13]=[C:12]([CH3:14])[N:11]=[CH:10]3)=[C:3]([O:2][CH3:1])[CH:4]=2)[N:29]=1)[CH3:27])[C:17]1[CH:22]=[CH:21][CH:20]=[CH:19][CH:18]=1. The yield is 0.560. (2) The catalyst is C(#N)C. The product is [C:35]([CH:9]([P:4](=[O:3])([OH:5])[OH:8])[CH2:10][C:11]([CH3:34])=[CH:12][CH2:13][C:14]1[C:15]([OH:27])=[C:16]2[C:20](=[C:21]([CH3:25])[C:22]=1[O:23][CH3:24])[CH2:19][O:18][C:17]2=[O:26])#[N:36]. The reactants are C([O:3][P:4]([CH:9]([C:35]#[N:36])[CH2:10][C:11]([CH3:34])=[CH:12][CH2:13][C:14]1[C:15]([O:27]CC[Si](C)(C)C)=[C:16]2[C:20](=[C:21]([CH3:25])[C:22]=1[O:23][CH3:24])[CH2:19][O:18][C:17]2=[O:26])(=[O:8])[O:5]CC)C.C[Si](Br)(C)C.N1C(C)=CC=CC=1C. The yield is 0.600. (3) The reactants are [NH2:1][C:2]1[CH:7]=[CH:6][C:5]([C:8]2[CH:13]=[CH:12][C:11]([CH:14]([N:22]([CH3:39])[C:23](=[O:38])[CH2:24][N:25]3[C:30]4[CH:31]=[C:32]([Cl:36])[C:33]([Cl:35])=[CH:34][C:29]=4[O:28][CH2:27][C:26]3=[O:37])[CH2:15][N:16]3[CH2:21][CH2:20][O:19][CH2:18][CH2:17]3)=[CH:10][CH:9]=2)=[CH:4][CH:3]=1.[CH2:40]([S:42](Cl)(=[O:44])=[O:43])[CH3:41].C(N(CC)CC)C. The catalyst is ClCCl. The product is [Cl:36][C:32]1[C:33]([Cl:35])=[CH:34][C:29]2[O:28][CH2:27][C:26](=[O:37])[N:25]([CH2:24][C:23]([N:22]([CH:14]([C:11]3[CH:12]=[CH:13][C:8]([C:5]4[CH:4]=[CH:3][C:2]([NH:1][S:42]([CH2:40][CH3:41])(=[O:44])=[O:43])=[CH:7][CH:6]=4)=[CH:9][CH:10]=3)[CH2:15][N:16]3[CH2:17][CH2:18][O:19][CH2:20][CH2:21]3)[CH3:39])=[O:38])[C:30]=2[CH:31]=1. The yield is 0.230. (4) The reactants are CCN(C(C)C)C(C)C.Cl.[N:11]1[CH:16]=[CH:15][CH:14]=[C:13]([C:17]2[NH:21][N:20]=[C:19]([C:22]([OH:24])=O)[CH:18]=2)[CH:12]=1.C1(C2NN=C(C(O)=O)C=2)C=CC=CC=1.C(C1C=NC=CC=1)(=O)C.C1C=CC2N(O)N=NC=2C=1.CCN=C=NCCCN(C)C.Cl.Cl.[NH2:71][CH2:72][C:73]([N:75]1[CH2:80][CH2:79][CH:78]([O:81][C:82]2[CH:87]=[CH:86][CH:85]=[CH:84][C:83]=2[Cl:88])[CH2:77][CH2:76]1)=[O:74]. The catalyst is CN(C=O)C.O. The product is [Cl:88][C:83]1[CH:84]=[CH:85][CH:86]=[CH:87][C:82]=1[O:81][CH:78]1[CH2:77][CH2:76][N:75]([C:73](=[O:74])[CH2:72][NH:71][C:22]([C:19]2[CH:18]=[C:17]([C:13]3[CH:12]=[N:11][CH:16]=[CH:15][CH:14]=3)[NH:21][N:20]=2)=[O:24])[CH2:80][CH2:79]1. The yield is 0.515. (5) The reactants are C([O:8][C:9]1[C:10]([C:20]([O:22][CH3:23])=[O:21])=[C:11]([CH3:19])[C:12]([O:15][CH:16]([CH3:18])[CH3:17])=[N:13][CH:14]=1)C1C=CC=CC=1. The catalyst is CO.[Pd]. The product is [OH:8][C:9]1[C:10]([C:20]([O:22][CH3:23])=[O:21])=[C:11]([CH3:19])[C:12]([O:15][CH:16]([CH3:17])[CH3:18])=[N:13][CH:14]=1. The yield is 0.890. (6) The reactants are Cl.[CH3:2][O:3][C:4]1[N:9]=[CH:8][C:7]([CH2:10][N:11]2[C:19]3[C:14](=[CH:15][CH:16]=[CH:17][CH:18]=3)[C:13]3[CH2:20][C@@H:21]([C:24]([OH:26])=O)[NH:22][CH2:23][C:12]2=3)=[CH:6][CH:5]=1.[N:27]([CH2:30][CH2:31][CH2:32][C:33]([O:35][C:36]([CH3:39])([CH3:38])[CH3:37])=[O:34])=[C:28]=[O:29]. The catalyst is CC(C)=O.CS(C)=O.O. The product is [CH3:2][O:3][C:4]1[N:9]=[CH:8][C:7]([CH2:10][N:11]2[C:19]3[CH:18]=[CH:17][CH:16]=[CH:15][C:14]=3[C:13]3[CH2:20][C@H:21]4[C:24](=[O:26])[N:27]([CH2:30][CH2:31][CH2:32][C:33]([O:35][C:36]([CH3:38])([CH3:37])[CH3:39])=[O:34])[C:28](=[O:29])[N:22]4[CH2:23][C:12]2=3)=[CH:6][CH:5]=1. The yield is 0.380. (7) The reactants are [NH:1]1[CH2:5][CH2:4][CH2:3][CH2:2]1.[CH3:6][N:7]1[CH:11]=[C:10]([C:12]2[CH:13]=[C:14]([C:18]3([CH:33]=O)[CH2:23][CH2:22][N:21]([C:24]4[N:32]=[CH:31][N:30]=[C:29]5[C:25]=4[N:26]=[CH:27][NH:28]5)[CH2:20][CH2:19]3)[CH:15]=[CH:16][CH:17]=2)[CH:9]=[N:8]1.[BH4-].[Na+].C(O)(=O)C. The catalyst is C(Cl)Cl. The product is [CH3:6][N:7]1[CH:11]=[C:10]([C:12]2[CH:13]=[C:14]([C:18]3([CH2:33][N:1]4[CH2:5][CH2:4][CH2:3][CH2:2]4)[CH2:23][CH2:22][N:21]([C:24]4[N:32]=[CH:31][N:30]=[C:29]5[C:25]=4[N:26]=[CH:27][NH:28]5)[CH2:20][CH2:19]3)[CH:15]=[CH:16][CH:17]=2)[CH:9]=[N:8]1. The yield is 0.637.